Dataset: Full USPTO retrosynthesis dataset with 1.9M reactions from patents (1976-2016). Task: Predict the reactants needed to synthesize the given product. Given the product [Cl:1][C:2]1[CH:20]=[CH:19][C:18]([Cl:21])=[CH:17][C:3]=1[CH2:4][N:5]1[CH2:10][CH2:9][N:8]([CH3:11])[C:7]2[N:12]=[CH:13][C:14]([C:32]3[CH:31]=[N:30][C:29]([N:26]4[CH2:25][CH2:24][N:23]([CH3:22])[CH2:28][CH2:27]4)=[CH:34][CH:33]=3)=[CH:15][C:6]1=2, predict the reactants needed to synthesize it. The reactants are: [Cl:1][C:2]1[CH:20]=[CH:19][C:18]([Cl:21])=[CH:17][C:3]=1[CH2:4][N:5]1[CH2:10][CH2:9][N:8]([CH3:11])[C:7]2[N:12]=[CH:13][C:14](I)=[CH:15][C:6]1=2.[CH3:22][N:23]1[CH2:28][CH2:27][N:26]([C:29]2[CH:34]=[CH:33][C:32](B3OC(C)(C)C(C)(C)O3)=[CH:31][N:30]=2)[CH2:25][CH2:24]1.